Dataset: Forward reaction prediction with 1.9M reactions from USPTO patents (1976-2016). Task: Predict the product of the given reaction. (1) Given the reactants [C:1]([O:4][C@H:5]1[C@@H:19]([O:20][C:21](=[O:23])[CH3:22])[C@H:18]([O:24][C:25](=[O:27])[CH3:26])[C@@H:17]([CH2:28][O:29][C:30](=[O:32])[CH3:31])[O:16][C@@H:6]1[O:7][C:8]1[CH:13]=[CH:12][C:11](Br)=[CH:10][C:9]=1[Cl:15])(=[O:3])[CH3:2].[CH3:33][O:34][C:35]([C:37]1[CH:42]=[CH:41][C:40](B(O)O)=[CH:39][CH:38]=1)=[O:36].C(=O)([O-])[O-].[Cs+].[Cs+], predict the reaction product. The product is: [C:1]([O:4][C@H:5]1[C@@H:19]([O:20][C:21](=[O:23])[CH3:22])[C@H:18]([O:24][C:25](=[O:27])[CH3:26])[C@@H:17]([CH2:28][O:29][C:30](=[O:32])[CH3:31])[O:16][C@@H:6]1[O:7][C:8]1[CH:13]=[CH:12][C:11]([C:40]2[CH:41]=[CH:42][C:37]([C:35]([O:34][CH3:33])=[O:36])=[CH:38][CH:39]=2)=[CH:10][C:9]=1[Cl:15])(=[O:3])[CH3:2]. (2) Given the reactants Cl.[CH2:2]([N:9]1[CH2:13][CH2:12][C:11]([CH2:17][C:18]2[CH:23]=[CH:22][CH:21]=[CH:20][CH:19]=2)(C(O)=O)[CH2:10]1)[C:3]1[CH:8]=[CH:7][CH:6]=[CH:5][CH:4]=1.CC[N:26]([CH2:29]C)CC.C1(P(N=[N+]=[N-])(C2C=CC=CC=2)=[O:38])C=CC=CC=1.[CH3:48][C:49]([OH:52])([CH3:51])[CH3:50], predict the reaction product. The product is: [CH2:2]([N:9]1[CH2:13][CH2:12][C:11]([NH:26][C:29](=[O:38])[O:52][C:49]([CH3:51])([CH3:50])[CH3:48])([CH2:17][C:18]2[CH:19]=[CH:20][CH:21]=[CH:22][CH:23]=2)[CH2:10]1)[C:3]1[CH:4]=[CH:5][CH:6]=[CH:7][CH:8]=1. (3) Given the reactants [Cl:1][C:2]1[C:7]([F:8])=[CH:6][C:5]([NH:9][C:10]2[C:15]([N+:16]([O-])=O)=[CH:14][CH:13]=[CH:12][N:11]=2)=[CH:4][C:3]=1[F:19].O1CCCC1.[Cl-].[NH4+], predict the reaction product. The product is: [Cl:1][C:2]1[C:3]([F:19])=[CH:4][C:5]([NH:9][C:10]2[C:15]([NH2:16])=[CH:14][CH:13]=[CH:12][N:11]=2)=[CH:6][C:7]=1[F:8].